From a dataset of Peptide-MHC class I binding affinity with 185,985 pairs from IEDB/IMGT. Regression. Given a peptide amino acid sequence and an MHC pseudo amino acid sequence, predict their binding affinity value. This is MHC class I binding data. (1) The peptide sequence is LLSAWILTA. The MHC is HLA-A01:01 with pseudo-sequence HLA-A01:01. The binding affinity (normalized) is 0. (2) The peptide sequence is REHSGNEIV. The MHC is HLA-B40:01 with pseudo-sequence HLA-B40:01. The binding affinity (normalized) is 1.00. (3) The peptide sequence is PDRQAGFL. The MHC is Mamu-B01 with pseudo-sequence Mamu-B01. The binding affinity (normalized) is 0.